From a dataset of Catalyst prediction with 721,799 reactions and 888 catalyst types from USPTO. Predict which catalyst facilitates the given reaction. (1) Reactant: [C:1]([C:5]1[N:9]([CH2:10][CH:11]2[CH2:16][CH2:15][C:14]([F:18])([F:17])[CH2:13][CH2:12]2)[C:8]2[CH:19]=[CH:20][C:21]([S:23]([N:26]3[CH2:31][CH2:30][O:29][CH:28]([C:32]([OH:34])=O)[CH2:27]3)(=[O:25])=[O:24])=[CH:22][C:7]=2[N:6]=1)([CH3:4])([CH3:3])[CH3:2].Cl.[CH2:36]([NH2:38])[CH3:37].C(N(CC)C(C)C)(C)C.CN(C(ON1N=NC2C=CC=NC1=2)=[N+](C)C)C.F[P-](F)(F)(F)(F)F. Product: [C:1]([C:5]1[N:9]([CH2:10][CH:11]2[CH2:12][CH2:13][C:14]([F:18])([F:17])[CH2:15][CH2:16]2)[C:8]2[CH:19]=[CH:20][C:21]([S:23]([N:26]3[CH2:31][CH2:30][O:29][CH:28]([C:32]([NH:38][CH2:36][CH3:37])=[O:34])[CH2:27]3)(=[O:24])=[O:25])=[CH:22][C:7]=2[N:6]=1)([CH3:4])([CH3:3])[CH3:2]. The catalyst class is: 3. (2) Reactant: [F:1][C:2]1[CH:3]=[C:4]([CH:6]=[CH:7][C:8]=1[O:9][C:10]1[CH:15]=[CH:14][N:13]=[C:12]([C:16]2[CH:17]=[N:18][N:19]([CH3:21])[CH:20]=2)[CH:11]=1)[NH2:5].[O:22]=[C:23]1[N:27]([CH:28]2[CH2:33][CH2:32][O:31][CH2:30][CH2:29]2)[CH2:26][CH2:25][N:24]1[C:34](Cl)=[O:35].O. Product: [F:1][C:2]1[CH:3]=[C:4]([NH:5][C:34]([N:24]2[CH2:25][CH2:26][N:27]([CH:28]3[CH2:33][CH2:32][O:31][CH2:30][CH2:29]3)[C:23]2=[O:22])=[O:35])[CH:6]=[CH:7][C:8]=1[O:9][C:10]1[CH:15]=[CH:14][N:13]=[C:12]([C:16]2[CH:17]=[N:18][N:19]([CH3:21])[CH:20]=2)[CH:11]=1. The catalyst class is: 2. (3) Reactant: [Cl:1][C:2]1[C:6]([N:7]([CH2:14][CH3:15])[C:8](=[O:13])[CH2:9][CH2:10][S:11][CH3:12])=[CH:5][N:4]([C:16]2[CH:17]=[N:18][CH:19]=[CH:20][CH:21]=2)[N:3]=1.B1([O-])O[O:23]1.O.O.O.O.[Na+].C([O-])(O)=O.[Na+].C(OCC)(=O)C. Product: [Cl:1][C:2]1[C:6]([N:7]([CH2:14][CH3:15])[C:8](=[O:13])[CH2:9][CH2:10][S:11]([CH3:12])=[O:23])=[CH:5][N:4]([C:16]2[CH:17]=[N:18][CH:19]=[CH:20][CH:21]=2)[N:3]=1. The catalyst class is: 15. (4) Reactant: [CH3:1][C:2]1[CH:3]=[C:4]([N:9]2[C:13]([C:14]#[N:15])=[CH:12][N:11]=[CH:10]2)[CH:5]=[C:6]([CH3:8])[CH:7]=1.[F:16][C:17]([F:24])([F:23])[S:18]([O:21]C)(=[O:20])=[O:19]. Product: [F:16][C:17]([F:24])([F:23])[S:18]([O-:21])(=[O:20])=[O:19].[C:14]([C:13]1[N:9]([C:4]2[CH:5]=[C:6]([CH3:8])[CH:7]=[C:2]([CH3:1])[CH:3]=2)[CH:10]=[N+:11]([CH3:17])[CH:12]=1)#[N:15]. The catalyst class is: 2.